Predict which catalyst facilitates the given reaction. From a dataset of Catalyst prediction with 721,799 reactions and 888 catalyst types from USPTO. (1) Reactant: F[C:2]1[CH:7]=[CH:6][C:5]([N+:8]([O-:10])=[O:9])=[CH:4][CH:3]=1.C(N(CC)C(C)C)(C)C.[CH2:20]1[C:23]2([CH2:28][CH2:27][NH:26][CH2:25][CH2:24]2)[CH2:22][N:21]1[C:29]([O:31][C:32]([CH3:35])([CH3:34])[CH3:33])=[O:30]. Product: [N+:8]([C:5]1[CH:6]=[CH:7][C:2]([N:26]2[CH2:27][CH2:28][C:23]3([CH2:22][N:21]([C:29]([O:31][C:32]([CH3:33])([CH3:34])[CH3:35])=[O:30])[CH2:20]3)[CH2:24][CH2:25]2)=[CH:3][CH:4]=1)([O-:10])=[O:9]. The catalyst class is: 16. (2) Reactant: [CH3:1][O:2][CH2:3][CH:4]([CH3:37])[O:5][C:6]1[CH:7]=[C:8]([O:26][C:27]2[CH:32]=[CH:31][C:30]([S:33]([CH3:36])(=[O:35])=[O:34])=[CH:29][CH:28]=2)[CH:9]=[C:10]2[C:14]=1[NH:13][C:12]([C:15]1[S:16][CH:17]([CH2:20][C:21]([O:23]CC)=[O:22])[CH2:18][N:19]=1)=[CH:11]2.O1CCCC1.[OH-].[Na+]. Product: [CH3:1][O:2][CH2:3][CH:4]([CH3:37])[O:5][C:6]1[CH:7]=[C:8]([O:26][C:27]2[CH:32]=[CH:31][C:30]([S:33]([CH3:36])(=[O:35])=[O:34])=[CH:29][CH:28]=2)[CH:9]=[C:10]2[C:14]=1[NH:13][C:12]([C:15]1[S:16][CH:17]([CH2:20][C:21]([OH:23])=[O:22])[CH2:18][N:19]=1)=[CH:11]2. The catalyst class is: 8. (3) Reactant: [C:1]([O:5][C:6]([NH:8][C:9]1[CH:10]=[CH:11][CH:12]=[C:13]2[C:18]=1[CH:17]=[C:16]([OH:19])[CH:15]=[CH:14]2)=[O:7])([CH3:4])([CH3:3])[CH3:2].C(=O)([O-])[O-].[Cs+].[Cs+].I[CH2:27][CH3:28].O. Product: [C:1]([O:5][C:6](=[O:7])[NH:8][C:9]1[C:18]2[C:13](=[CH:14][CH:15]=[C:16]([O:19][CH2:27][CH3:28])[CH:17]=2)[CH:12]=[CH:11][CH:10]=1)([CH3:4])([CH3:2])[CH3:3]. The catalyst class is: 3.